From a dataset of Reaction yield outcomes from USPTO patents with 853,638 reactions. Predict the reaction yield, written as a fraction of the theoretical maximum amount of product (1.0 means a 100% yield; for example, 0.34 means a 34% yield). (1) The reactants are Cl[C:2]1[N:7]=[C:6]([C:8]2[CH:13]=[CH:12][CH:11]=[C:10]([C:14]#[C:15][C@:16]3([OH:23])[CH2:20][CH2:19][N:18]([CH3:21])[C:17]3=[O:22])[CH:9]=2)[N:5]=[C:4]([C:24]([O:26][CH2:27][CH3:28])=[O:25])[CH:3]=1.[CH3:29][C:30]1[N:35]=[CH:34][C:33](B(O)O)=[CH:32][CH:31]=1. No catalyst specified. The product is [OH:23][C@@:16]1([C:15]#[C:14][C:10]2[CH:9]=[C:8]([C:6]3[N:5]=[C:4]([C:24]([O:26][CH2:27][CH3:28])=[O:25])[CH:3]=[C:2]([C:33]4[CH:34]=[N:35][C:30]([CH3:29])=[CH:31][CH:32]=4)[N:7]=3)[CH:13]=[CH:12][CH:11]=2)[CH2:20][CH2:19][N:18]([CH3:21])[C:17]1=[O:22]. The yield is 0.460. (2) The reactants are [O:1]1[CH2:6][CH2:5]O[CH2:3][CH2:2]1.Br[C:8]1[CH:9]=[C:10]([CH:13]=[CH:14][CH:15]=1)[CH:11]=[O:12].C([Sn](CCCC)(CCCC)C1OC=CC=1)CCC.[F-].[K+]. The catalyst is Cl[Pd](Cl)([P](C1C=CC=CC=1)(C1C=CC=CC=1)C1C=CC=CC=1)[P](C1C=CC=CC=1)(C1C=CC=CC=1)C1C=CC=CC=1.C(OCC)(=O)C. The product is [O:1]1[CH:6]=[CH:5][CH:3]=[C:2]1[C:8]1[CH:9]=[C:10]([CH:13]=[CH:14][CH:15]=1)[CH:11]=[O:12]. The yield is 0.860.